Dataset: Forward reaction prediction with 1.9M reactions from USPTO patents (1976-2016). Task: Predict the product of the given reaction. (1) Given the reactants C=[C:2]1[CH2:8][CH2:7][CH2:6][N:5]([C:9]([O:11][C:12]([CH3:15])([CH3:14])[CH3:13])=[O:10])[C:4]2[CH:16]=[CH:17][CH:18]=[N:19][C:3]1=2.CO.C([O-])(O)=[O:23].[Na+].CSC, predict the reaction product. The product is: [O:23]=[C:2]1[CH2:8][CH2:7][CH2:6][N:5]([C:9]([O:11][C:12]([CH3:15])([CH3:14])[CH3:13])=[O:10])[C:4]2[CH:16]=[CH:17][CH:18]=[N:19][C:3]1=2. (2) Given the reactants [H-].[Na+].C(OP([CH2:11][C:12]([O:14][C:15]([CH3:18])([CH3:17])[CH3:16])=[O:13])(OCC)=O)C.[F:19][C:20]([F:42])([F:41])[O:21][C:22]1[CH:27]=[CH:26][C:25]([N:28]2[CH:32]=[N:31][C:30]([C:33]3[CH:40]=[CH:39][C:36]([CH:37]=O)=[CH:35][CH:34]=3)=[N:29]2)=[CH:24][CH:23]=1.[Cl-].[NH4+], predict the reaction product. The product is: [C:15]([O:14][C:12](=[O:13])/[CH:11]=[CH:37]/[C:36]1[CH:39]=[CH:40][C:33]([C:30]2[N:31]=[CH:32][N:28]([C:25]3[CH:26]=[CH:27][C:22]([O:21][C:20]([F:41])([F:19])[F:42])=[CH:23][CH:24]=3)[N:29]=2)=[CH:34][CH:35]=1)([CH3:16])([CH3:17])[CH3:18]. (3) Given the reactants [Si]([O:8][CH2:9][CH2:10][N:11]([C:22]1[CH:27]=[CH:26][C:25]([N:28]2[CH2:32][CH2:31][N:30]([CH2:33][C:34]([O:36][CH2:37][CH3:38])=[O:35])[C:29]2=[O:39])=[C:24]([CH3:40])[CH:23]=1)[C:12]([C:14]1[C:15]([Cl:21])=[N:16][CH:17]=[N:18][C:19]=1[Cl:20])=[O:13])(C(C)(C)C)(C)C.Cl.O, predict the reaction product. The product is: [Cl:20][C:19]1[C:14]([C:12]([N:11]([C:22]2[CH:27]=[CH:26][C:25]([N:28]3[CH2:32][CH2:31][N:30]([CH2:33][C:34]([O:36][CH2:37][CH3:38])=[O:35])[C:29]3=[O:39])=[C:24]([CH3:40])[CH:23]=2)[CH2:10][CH2:9][OH:8])=[O:13])=[C:15]([Cl:21])[N:16]=[CH:17][N:18]=1. (4) Given the reactants Br[C:2]1[CH:10]=[CH:9][C:5]([C:6]([OH:8])=[O:7])=[CH:4][C:3]=1[C:11]([F:14])([F:13])[F:12].[F:15][C:16]1[CH:21]=[CH:20][CH:19]=[CH:18][C:17]=1B(O)O.[F-].[Cs+].C1(P(C2CCCCC2)C2C=CC=CC=2C2C(OC)=CC=CC=2OC)CCCCC1, predict the reaction product. The product is: [F:15][C:16]1[CH:21]=[CH:20][CH:19]=[CH:18][C:17]=1[C:2]1[CH:10]=[CH:9][C:5]([C:6]([OH:8])=[O:7])=[CH:4][C:3]=1[C:11]([F:14])([F:13])[F:12]. (5) The product is: [CH3:27][O:26][C:24]([C:16]1[CH:17]=[C:18]([CH:22]=[CH:23][C:15]=1[NH:14][C:6](=[O:11])[C:7]([F:8])([F:9])[F:10])[C:19]([O:21][CH3:28])=[O:20])=[O:25]. Given the reactants [F:8][C:7]([F:10])([F:9])[C:6](O[C:6](=[O:11])[C:7]([F:10])([F:9])[F:8])=[O:11].[NH2:14][C:15]1[CH:23]=[CH:22][C:18]([C:19]([OH:21])=[O:20])=[CH:17][C:16]=1[C:24]([O:26][CH3:27])=[O:25].[CH3:28]CCCC.C(OCC)C, predict the reaction product. (6) Given the reactants [C:1]1([C:8]2[CH:13]=[CH:12][CH:11]=[CH:10][CH:9]=2)[CH:6]=[CH:5][C:4]([NH2:7])=[CH:3][CH:2]=1.[CH3:14][O:15][C:16]1[CH:17]=[C:18]([S:24](Cl)(=[O:26])=[O:25])[CH:19]=[CH:20][C:21]=1[O:22][CH3:23], predict the reaction product. The product is: [CH3:14][O:15][C:16]1[CH:17]=[C:18]([S:24]([NH:7][C:4]2[CH:3]=[CH:2][C:1]([C:8]3[CH:13]=[CH:12][CH:11]=[CH:10][CH:9]=3)=[CH:6][CH:5]=2)(=[O:25])=[O:26])[CH:19]=[CH:20][C:21]=1[O:22][CH3:23]. (7) Given the reactants Br[C:2]1[C:3]([N:22]([CH2:24][CH2:25][CH2:26][OH:27])[CH3:23])=[N:4][CH:5]=[C:6]([CH:21]=1)[C:7]([NH:9][C:10]1[CH:15]=[CH:14][C:13]([O:16][C:17]([F:20])([F:19])[F:18])=[CH:12][CH:11]=1)=[O:8].[N:28]1[CH:33]=[C:32](B(O)O)[CH:31]=[N:30][CH:29]=1.C([O-])([O-])=O.[Na+].[Na+].CCO, predict the reaction product. The product is: [OH:27][CH2:26][CH2:25][CH2:24][N:22]([CH3:23])[C:3]1[C:2]([C:32]2[CH:33]=[N:28][CH:29]=[N:30][CH:31]=2)=[CH:21][C:6]([C:7]([NH:9][C:10]2[CH:15]=[CH:14][C:13]([O:16][C:17]([F:20])([F:19])[F:18])=[CH:12][CH:11]=2)=[O:8])=[CH:5][N:4]=1.